Dataset: Catalyst prediction with 721,799 reactions and 888 catalyst types from USPTO. Task: Predict which catalyst facilitates the given reaction. (1) Reactant: [CH:1]1([S:4][C:5]2[CH:20]=[CH:19][CH:18]=[CH:17][C:6]=2/[CH:7]=[N:8]/[CH2:9][CH2:10][CH2:11][C:12]([O:14][CH2:15][CH3:16])=[O:13])[CH2:3][CH2:2]1.CCN(CC)CC. Product: [CH:1]1([S:4][C:5]2[CH:20]=[CH:19][CH:18]=[CH:17][C:6]=2[CH:7]2[CH:11]([C:12]([O:14][CH2:15][CH3:16])=[O:13])[CH2:10][CH2:9][NH:8]2)[CH2:2][CH2:3]1. The catalyst class is: 388. (2) Reactant: Br[C:2]1[CH:3]=[C:4]([N:8]2[CH2:12][C@@H:11]3[CH2:13][N:14]([C:16]([O:18][C:19]([CH3:22])([CH3:21])[CH3:20])=[O:17])[CH2:15][C@@H:10]3[CH2:9]2)[CH:5]=[N:6][CH:7]=1.C([Sn](CCCC)(CCCC)[C:28]([O:30][CH2:31][CH3:32])=[CH2:29])CCC. Product: [CH2:31]([O:30][C:28]([C:2]1[CH:3]=[C:4]([N:8]2[CH2:12][C@@H:11]3[CH2:13][N:14]([C:16]([O:18][C:19]([CH3:22])([CH3:21])[CH3:20])=[O:17])[CH2:15][C@@H:10]3[CH2:9]2)[CH:5]=[N:6][CH:7]=1)=[CH2:29])[CH3:32]. The catalyst class is: 206. (3) Reactant: [NH2:1][C:2]1[C:3]([CH3:13])=[C:4]([CH:9]=[C:10]([Cl:12])[CH:11]=1)[C:5]([O:7][CH3:8])=[O:6].C([O-])(=O)C.[K+].C(OC(=O)C)(=O)C.[N:26](OC(C)(C)C)=O.C1OCCOCCOCCOCCOCCOC1. Product: [Cl:12][C:10]1[CH:9]=[C:4]([C:5]([O:7][CH3:8])=[O:6])[C:3]2[CH:13]=[N:26][NH:1][C:2]=2[CH:11]=1. The catalyst class is: 22.